Dataset: Catalyst prediction with 721,799 reactions and 888 catalyst types from USPTO. Task: Predict which catalyst facilitates the given reaction. (1) Reactant: [N+:1]([C:4]1[CH:18]=[CH:17][C:7]([O:8][CH2:9][CH2:10][N:11]2[CH2:16][CH2:15][O:14][CH2:13][CH2:12]2)=[CH:6][CH:5]=1)([O-])=O.[H][H]. Product: [N:11]1([CH2:10][CH2:9][O:8][C:7]2[CH:17]=[CH:18][C:4]([NH2:1])=[CH:5][CH:6]=2)[CH2:16][CH2:15][O:14][CH2:13][CH2:12]1. The catalyst class is: 78. (2) Reactant: Cl.[Br:2][C:3]1[CH:4]=[CH:5][C:6]([O:34][CH2:35][C:36]2[CH:41]=[CH:40][CH:39]=[CH:38][CH:37]=2)=[C:7]([CH2:9][N:10]2[C:14]([CH3:15])=[CH:13][C:12]([NH:16][C:17]([O:19][CH2:20][CH:21]3[CH2:26][CH2:25][N:24](C(OC(C)(C)C)=O)[CH2:23][CH2:22]3)=[O:18])=[N:11]2)[CH:8]=1. Product: [NH:24]1[CH2:25][CH2:26][CH:21]([CH2:20][O:19][C:17](=[O:18])[NH:16][C:12]2[CH:13]=[C:14]([CH3:15])[N:10]([CH2:9][C:7]3[CH:8]=[C:3]([Br:2])[CH:4]=[CH:5][C:6]=3[O:34][CH2:35][C:36]3[CH:37]=[CH:38][CH:39]=[CH:40][CH:41]=3)[N:11]=2)[CH2:22][CH2:23]1. The catalyst class is: 169. (3) Product: [CH3:1][C:2]1([CH3:15])[C:11]2[C:6](=[CH:7][C:8]([N+:12]([O-:14])=[O:13])=[CH:9][CH:10]=2)[CH2:5][N:4]([C:26](=[O:27])[CH3:25])[CH2:3]1. Reactant: [CH3:1][C:2]1([CH3:15])[C:11]2[C:6](=[CH:7][C:8]([N+:12]([O-:14])=[O:13])=[CH:9][CH:10]=2)[CH2:5][NH:4][CH2:3]1.CCN(C(C)C)C(C)C.[CH3:25][C:26](OC(C)=O)=[O:27]. The catalyst class is: 143. (4) Reactant: CON(C)[C:4]([C:6]1[CH:7]=[N:8][C:9]2[C:14]([C:15]=1[C:16]1[CH:21]=[CH:20][CH:19]=[CH:18][CH:17]=1)=[CH:13][CH:12]=[CH:11][C:10]=2[C:22]([F:25])([F:24])[F:23])=[O:5].[CH3:27][C:28]1[CH:33]=[CH:32][CH:31]=[CH:30][C:29]=1[Mg]Br. Product: [CH3:27][C:28]1[CH:33]=[CH:32][CH:31]=[CH:30][C:29]=1[C:4]([C:6]1[CH:7]=[N:8][C:9]2[C:14]([C:15]=1[C:16]1[CH:21]=[CH:20][CH:19]=[CH:18][CH:17]=1)=[CH:13][CH:12]=[CH:11][C:10]=2[C:22]([F:25])([F:23])[F:24])=[O:5]. The catalyst class is: 1. (5) Reactant: [CH3:1][C:2]1[CH:3]=[C:4]([SH:8])[CH:5]=[CH:6][CH:7]=1.[Cl:9][C:10]1[C:15](Cl)=[CH:14][C:13]([NH2:17])=[C:12]([N+:18]([O-:20])=[O:19])[CH:11]=1.C(=O)([O-])[O-].[K+].[K+].CN(C=O)C. Product: [Cl:9][C:10]1[C:15]([S:8][C:4]2[CH:3]=[C:2]([CH3:1])[CH:7]=[CH:6][CH:5]=2)=[CH:14][C:13]([NH2:17])=[C:12]([N+:18]([O-:20])=[O:19])[CH:11]=1. The catalyst class is: 25. (6) Reactant: [SH:1][C:2]1[NH:3][C:4]([C:13]([OH:15])=O)=[C:5]([C:7]2[CH:12]=[CH:11][CH:10]=[CH:9][CH:8]=2)[N:6]=1.Cl.Cl.[C:18]([C:20]1[CH:21]=[C:22]([N:26]2[CH2:31][CH2:30][NH:29][CH2:28][CH2:27]2)[CH:23]=[CH:24][CH:25]=1)#[N:19].Cl.CN(C)CCCN=C=NCC.O.ON1C2C=CC=CC=2N=N1. The catalyst class is: 236. Product: [SH:1][C:2]1[NH:3][C:4]([C:13]([N:29]2[CH2:28][CH2:27][N:26]([C:22]3[CH:21]=[C:20]([CH:25]=[CH:24][CH:23]=3)[C:18]#[N:19])[CH2:31][CH2:30]2)=[O:15])=[C:5]([C:7]2[CH:8]=[CH:9][CH:10]=[CH:11][CH:12]=2)[N:6]=1. (7) Reactant: C(OC([N:8]1[CH2:12][CH2:11][CH2:10][C@H:9]1[CH2:13][O:14][C:15]1[CH:20]=[CH:19][C:18]([C:21]2[CH:22]=[C:23]3[C:27](=[CH:28][C:29]=2[Cl:30])[NH:26][CH:25]=[C:24]3[C:31]([O:33][CH3:34])=[O:32])=[CH:17][C:16]=1[O:35][CH3:36])=O)(C)(C)C.Cl. Product: [Cl:30][C:29]1[CH:28]=[C:27]2[C:23]([C:24]([C:31]([O:33][CH3:34])=[O:32])=[CH:25][NH:26]2)=[CH:22][C:21]=1[C:18]1[CH:19]=[CH:20][C:15]([O:14][CH2:13][C@@H:9]2[CH2:10][CH2:11][CH2:12][NH:8]2)=[C:16]([O:35][CH3:36])[CH:17]=1. The catalyst class is: 4.